From a dataset of Catalyst prediction with 721,799 reactions and 888 catalyst types from USPTO. Predict which catalyst facilitates the given reaction. (1) Reactant: FC(F)(F)S([O:6][S:7]([C:10]([F:13])([F:12])[F:11])(=[O:9])=[O:8])(=O)=O.[F:16][C:17]1[CH:22]=[CH:21][C:20]([N:23]2[CH:27]=[CH:26][C:25]([CH3:28])=[N:24]2)=[CH:19][C:18]=1O.N1C=CC=CC=1.C(O)(=O)CC(CC(O)=O)(C(O)=O)O. Product: [F:16][C:17]1[CH:18]=[CH:19][C:20]([N:23]2[CH:27]=[CH:26][C:25]([CH3:28])=[N:24]2)=[CH:21][C:22]=1[O:6][S:7]([C:10]([F:11])([F:12])[F:13])(=[O:8])=[O:9]. The catalyst class is: 2. (2) Reactant: [Br:1][C:2]1[CH:7]=[CH:6][C:5](O)=[CH:4][CH:3]=1.[OH-:9].[Na+:10]. Product: [Br:1][C:2]1[CH:7]=[CH:6][CH:5]=[CH:4][C:3]=1[O-:9].[Na+:10]. The catalyst class is: 5. (3) Reactant: [CH3:1][O:2][CH2:3][O:4][C:5]1[C:6]([CH3:21])=[C:7]2[C:15](=[C:16]([CH3:19])[C:17]=1[CH3:18])[O:14][C:10]1([CH2:13][CH2:12][CH2:11]1)[CH2:9][C:8]2=[O:20].[H-].[Na+].[CH:24](OC)=[O:25]. The catalyst class is: 1. Product: [CH3:1][O:2][CH2:3][O:4][C:5]1[C:6]([CH3:21])=[C:7]2[C:15](=[C:16]([CH3:19])[C:17]=1[CH3:18])[O:14][C:10]1([CH2:11][CH2:12][CH2:13]1)[CH:9]([CH:24]=[O:25])[C:8]2=[O:20]. (4) Reactant: [C:1]([O:5][C:6]([N:8]1[CH2:12][C@@H:11]([CH2:13][C@H:14]([CH2:18][C:19]2[CH:24]=[CH:23][C:22]([O:25][CH3:26])=[C:21]([O:27][CH2:28][CH2:29][CH2:30][O:31][CH3:32])[CH:20]=2)[CH:15]([CH3:17])[CH3:16])[C@H:10](C(O)=O)[CH2:9]1)=[O:7])([CH3:4])([CH3:3])[CH3:2].C1(P(N=[N+]=[N-])(C2C=CC=CC=2)=[O:43])C=CC=CC=1.CC[N:55]([CH2:58]C)CC.[CH3:60][Si:61]([CH3:66])([CH3:65])[CH2:62][CH2:63][OH:64]. Product: [C:1]([O:5][C:6]([N:8]1[CH2:12][C@@H:11]([CH2:13][C@H:14]([CH2:18][C:19]2[CH:24]=[CH:23][C:22]([O:25][CH3:26])=[C:21]([O:27][CH2:28][CH2:29][CH2:30][O:31][CH3:32])[CH:20]=2)[CH:15]([CH3:17])[CH3:16])[C@H:10]([NH:55][C:58]([O:64][CH2:63][CH2:62][Si:61]([CH3:66])([CH3:65])[CH3:60])=[O:43])[CH2:9]1)=[O:7])([CH3:2])([CH3:3])[CH3:4]. The catalyst class is: 11. (5) Reactant: [NH2:1][CH:2]1[CH2:11][C:10]2[C:5](=[C:6]([N:12]3[CH2:16][CH2:15][CH2:14][C:13]3=[O:17])[CH:7]=[CH:8][CH:9]=2)[N:4]([CH2:18][C:19]2[CH:23]=[CH:22][S:21][CH:20]=2)[C:3]1=[O:24].O.[C:26]([O:30][C:31]([NH:33][C@@H:34]([C:39](O)=[O:40])[CH2:35][CH:36]([CH3:38])[CH3:37])=[O:32])([CH3:29])([CH3:28])[CH3:27].ON1C2C=CC=CC=2N=N1.Cl.C(N=C=NCCCN(C)C)C. Product: [CH3:37][CH:36]([CH3:38])[CH2:35][C@@H:34]([NH:33][C:31](=[O:32])[O:30][C:26]([CH3:29])([CH3:28])[CH3:27])[C:39](=[O:40])[NH:1][CH:2]1[CH2:11][C:10]2[C:5](=[C:6]([N:12]3[CH2:16][CH2:15][CH2:14][C:13]3=[O:17])[CH:7]=[CH:8][CH:9]=2)[N:4]([CH2:18][C:19]2[CH:23]=[CH:22][S:21][CH:20]=2)[C:3]1=[O:24]. The catalyst class is: 3. (6) Reactant: [C:1]([NH2:10])(=[O:9])[C:2]1[C:3](=[CH:5][CH:6]=[CH:7][CH:8]=1)[OH:4].C([O:14][C:15]1[CH:23]=[CH:22][C:18]([C:19](Cl)=O)=[CH:17][CH:16]=1)(=O)C.N1C=CC=CC=1. Product: [OH:14][C:15]1[CH:23]=[CH:22][C:18]([C:19]2[O:4][C:3]3[CH:5]=[CH:6][CH:7]=[CH:8][C:2]=3[C:1](=[O:9])[N:10]=2)=[CH:17][CH:16]=1. The catalyst class is: 113. (7) Reactant: [CH3:1][NH2:2].Cl.C[Al](C)C.C(O[C:11](=[O:31])[CH2:12][CH:13]([C:20]1[C:28]([O:29][CH3:30])=[CH:27][CH:26]=[C:25]2[C:21]=1[CH:22]=[CH:23][NH:24]2)[C:14]1[CH:19]=[CH:18][CH:17]=[CH:16][CH:15]=1)C. Product: [CH3:30][O:29][C:28]1[C:20]([CH:13]([C:14]2[CH:15]=[CH:16][CH:17]=[CH:18][CH:19]=2)[CH2:12][C:11]([NH:2][CH3:1])=[O:31])=[C:21]2[C:25](=[CH:26][CH:27]=1)[NH:24][CH:23]=[CH:22]2. The catalyst class is: 48.